This data is from Forward reaction prediction with 1.9M reactions from USPTO patents (1976-2016). The task is: Predict the product of the given reaction. (1) Given the reactants C(OC([NH:8][C@H:9]1[C:15](=[O:16])[NH:14][C:13]2[CH:17]=[CH:18][CH:19]=[CH:20][C:12]=2[O:11][C@H:10]1[CH3:21])=O)(C)(C)C.[F:22][C:23]([F:28])([F:27])[C:24]([OH:26])=[O:25].ClCCl.O1CCCC1, predict the reaction product. The product is: [F:22][C:23]([F:28])([F:27])[C:24]([OH:26])=[O:25].[NH2:8][C@H:9]1[C:15](=[O:16])[NH:14][C:13]2[CH:17]=[CH:18][CH:19]=[CH:20][C:12]=2[O:11][C@H:10]1[CH3:21]. (2) The product is: [OH:1][C@@H:2]1[C:10]2[C:5](=[CH:6][CH:7]=[CH:8][CH:9]=2)[CH2:4][C@@:3]1([CH2:20][C:21]1[CH:29]=[CH:28][C:24]([C:25]([NH2:45])=[O:26])=[CH:23][CH:22]=1)[C:11]1[CH2:12][C:13]2[C:18]([CH:19]=1)=[CH:17][CH:16]=[CH:15][CH:14]=2. Given the reactants [OH:1][C@@H:2]1[C:10]2[C:5](=[CH:6][CH:7]=[CH:8][CH:9]=2)[CH2:4][C@@:3]1([CH2:20][C:21]1[CH:29]=[CH:28][C:24]([C:25](O)=[O:26])=[CH:23][CH:22]=1)[C:11]1[CH2:12][C:13]2[C:18]([CH:19]=1)=[CH:17][CH:16]=[CH:15][CH:14]=2.CC(OC(OC(OC(C)(C)C)=O)=O)(C)C.[N:45]1C=CC=CC=1.C(=O)(O)[O-].[NH4+], predict the reaction product.